From a dataset of Full USPTO retrosynthesis dataset with 1.9M reactions from patents (1976-2016). Predict the reactants needed to synthesize the given product. (1) Given the product [ClH:19].[ClH:19].[CH3:18][C:15]1[N:12]2[CH2:13][CH2:14][CH2:8][NH:9][CH2:10][C:11]2=[N:17][CH:16]=1, predict the reactants needed to synthesize it. The reactants are: C(OC([CH:8]1[CH2:14][CH2:13][N:12]2[C:15]([CH3:18])=[CH:16][N:17]=[C:11]2[CH2:10][NH:9]1)=O)(C)(C)C.[ClH:19]. (2) Given the product [NH2:45][CH2:44][C:43]1[CH:46]=[CH:47][C:40]([CH2:39][N:18]([CH2:17][C:9]2[NH:10][C:11]3[CH:16]=[CH:15][CH:14]=[CH:13][C:12]=3[N:8]=2)[CH:19]2[C:28]3[N:27]=[CH:26][CH:25]=[CH:24][C:23]=3[CH2:22][CH2:21][CH2:20]2)=[CH:41][C:42]=1[O:48][CH3:49], predict the reactants needed to synthesize it. The reactants are: C(OC([N:8]1[C:12]2[CH:13]=[CH:14][CH:15]=[CH:16][C:11]=2[N:10]=[C:9]1[CH2:17][NH:18][CH:19]1[C:28]2[N:27]=[CH:26][CH:25]=[CH:24][C:23]=2[CH2:22][CH2:21][CH2:20]1)=O)(C)(C)C.C(N(CC)C(C)C)(C)C.Br[CH2:39][C:40]1[CH:47]=[CH:46][C:43]([C:44]#[N:45])=[C:42]([O:48][CH3:49])[CH:41]=1. (3) Given the product [NH:16]1[C:20]2[CH:21]=[CH:22][CH:23]=[CH:24][C:19]=2[N:18]=[C:17]1[C:25]1[CH:26]=[C:27]([NH:28][C:13]([CH:10]2[CH2:9][CH2:8][CH:7]([C:1]3[CH:2]=[CH:3][CH:4]=[CH:5][CH:6]=3)[CH2:12][CH2:11]2)=[O:15])[CH:29]=[CH:30][C:31]=1[Cl:32], predict the reactants needed to synthesize it. The reactants are: [C:1]1([CH:7]2[CH2:12][CH2:11][CH:10]([C:13]([OH:15])=O)[CH2:9][CH2:8]2)[CH:6]=[CH:5][CH:4]=[CH:3][CH:2]=1.[NH:16]1[C:20]2[CH:21]=[CH:22][CH:23]=[CH:24][C:19]=2[N:18]=[C:17]1[C:25]1[CH:26]=[C:27]([CH:29]=[CH:30][C:31]=1[Cl:32])[NH2:28]. (4) Given the product [O:1]1[CH2:6][CH2:5][N:4]([C:7]2[CH:8]=[CH:9][C:10]([C:13]3[N:35]([S:36]([C:39]4[CH:40]=[CH:41][CH:42]=[CH:43][CH:44]=4)(=[O:38])=[O:37])[C:16]4=[N:17][CH:18]=[CH:19][C:20]([C:21]5[CH:22]=[CH:23][C:24]([O:29][C@@H:30]6[CH2:34][CH2:33][N:32]([CH:47]7[CH2:48][O:45][CH2:46]7)[CH2:31]6)=[C:25]([CH:28]=5)[C:26]#[N:27])=[C:15]4[CH:14]=3)=[CH:11][CH:12]=2)[CH2:3][CH2:2]1, predict the reactants needed to synthesize it. The reactants are: [O:1]1[CH2:6][CH2:5][N:4]([C:7]2[CH:12]=[CH:11][C:10]([C:13]3[N:35]([S:36]([C:39]4[CH:44]=[CH:43][CH:42]=[CH:41][CH:40]=4)(=[O:38])=[O:37])[C:16]4=[N:17][CH:18]=[CH:19][C:20]([C:21]5[CH:22]=[CH:23][C:24]([O:29][C@@H:30]6[CH2:34][CH2:33][NH:32][CH2:31]6)=[C:25]([CH:28]=5)[C:26]#[N:27])=[C:15]4[CH:14]=3)=[CH:9][CH:8]=2)[CH2:3][CH2:2]1.[O:45]1[CH2:48][C:47](=O)[CH2:46]1.C(O[BH-](OC(=O)C)OC(=O)C)(=O)C.[Na+].C(O)(=O)C. (5) Given the product [NH2:7][C:6]1[CH:5]=[CH:4][CH:3]=[C:2]([Cl:1])[C:11]=1[C:10]([NH:14][C:15]1[CH:20]=[CH:19][CH:18]=[CH:17][CH:16]=1)=[O:12], predict the reactants needed to synthesize it. The reactants are: [Cl:1][C:2]1[C:11]2[C:10](=[O:12])OC(=O)[NH:7][C:6]=2[CH:5]=[CH:4][CH:3]=1.[NH2:14][C:15]1[CH:20]=[CH:19][CH:18]=[CH:17][CH:16]=1. (6) Given the product [NH:11]1[C:10]2[CH:9]=[CH:8][CH:7]=[C:3]([C:4]([O:6][CH2:14][CH3:15])=[O:5])[C:2]=2[N:1]=[CH:12]1, predict the reactants needed to synthesize it. The reactants are: [NH2:1][C:2]1[C:10]([NH:11][CH:12]=O)=[CH:9][CH:8]=[CH:7][C:3]=1[C:4]([OH:6])=[O:5].[C:14](Cl)(=O)[CH3:15]. (7) The reactants are: [Br:1][C:2]1[C:11]([F:12])=[C:10]2[C:5]([C:6]([N:13]3[CH2:18][CH2:17][N:16]([C:19]([O:21]C(C)(C)C)=O)[CH2:15][CH2:14]3)=[N:7][CH:8]=[N:9]2)=[CH:4][C:3]=1[Cl:26].C(Cl)Cl.[C:30](Cl)(=O)[CH:31]=C. Given the product [Br:1][C:2]1[C:11]([F:12])=[C:10]2[C:5]([C:6]([N:13]3[CH2:14][CH2:15][N:16]([C:19](=[O:21])[CH:30]=[CH2:31])[CH2:17][CH2:18]3)=[N:7][CH:8]=[N:9]2)=[CH:4][C:3]=1[Cl:26], predict the reactants needed to synthesize it. (8) Given the product [CH:1]1([NH:6][C:7]2[CH:8]=[C:9]([CH2:22][CH2:23][N:25]3[CH2:29][CH2:28][CH2:27][CH2:26]3)[CH:10]=[C:11]3[C:15]=2[NH:14][C:13]([C:16]2[CH:21]=[CH:20][CH:19]=[CH:18][CH:17]=2)=[CH:12]3)[CH2:5][CH2:4][CH2:3][CH2:2]1, predict the reactants needed to synthesize it. The reactants are: [CH:1]1([NH:6][C:7]2[CH:8]=[C:9]([CH2:22][CH2:23]O)[CH:10]=[C:11]3[C:15]=2[NH:14][C:13]([C:16]2[CH:21]=[CH:20][CH:19]=[CH:18][CH:17]=2)=[CH:12]3)[CH2:5][CH2:4][CH2:3][CH2:2]1.[NH:25]1[CH2:29][CH2:28][CH2:27][CH2:26]1.